This data is from Catalyst prediction with 721,799 reactions and 888 catalyst types from USPTO. The task is: Predict which catalyst facilitates the given reaction. (1) Reactant: [NH2:1][C:2]1[C:11]([N+:12]([O-])=O)=[CH:10][CH:9]=[CH:8][C:3]=1[C:4]([O:6][CH3:7])=[O:5]. Product: [NH2:1][C:2]1[C:11]([NH2:12])=[CH:10][CH:9]=[CH:8][C:3]=1[C:4]([O:6][CH3:7])=[O:5]. The catalyst class is: 19. (2) Reactant: [CH3:1][S:2]([NH:5][C:6]1[CH:11]=[CH:10][C:9]([C:12]#[C:13][C:14]#[C:15][C:16]2[CH:25]=[CH:24][C:19]([C:20]([O:22]C)=[O:21])=[CH:18][CH:17]=2)=[CH:8][CH:7]=1)(=[O:4])=[O:3].CO.O.Cl. Product: [CH3:1][S:2]([NH:5][C:6]1[CH:7]=[CH:8][C:9]([C:12]#[C:13][C:14]#[C:15][C:16]2[CH:17]=[CH:18][C:19]([C:20]([OH:22])=[O:21])=[CH:24][CH:25]=2)=[CH:10][CH:11]=1)(=[O:4])=[O:3]. The catalyst class is: 1. (3) Reactant: [Cl:1][C:2]1[CH:3]=[C:4]([C@@H:8]([OH:41])[CH2:9][N:10]([CH2:18][CH2:19][C:20]2[CH:25]=[CH:24][C:23]([S:26]([C:29]3[CH:34]=[CH:33][CH:32]=[C:31]([C:35](N(OC)C)=[O:36])[CH:30]=3)(=[O:28])=[O:27])=[CH:22][CH:21]=2)[C:11](=[O:17])[O:12][C:13]([CH3:16])([CH3:15])[CH3:14])[CH:5]=[CH:6][CH:7]=1.[H-].[Al+3].[Li+].[H-].[H-].[H-].[F-].[Na+].O. Product: [Cl:1][C:2]1[CH:3]=[C:4]([C@@H:8]([OH:41])[CH2:9][N:10]([CH2:18][CH2:19][C:20]2[CH:25]=[CH:24][C:23]([S:26]([C:29]3[CH:34]=[CH:33][CH:32]=[C:31]([CH:35]=[O:36])[CH:30]=3)(=[O:28])=[O:27])=[CH:22][CH:21]=2)[C:11](=[O:17])[O:12][C:13]([CH3:15])([CH3:14])[CH3:16])[CH:5]=[CH:6][CH:7]=1. The catalyst class is: 365. (4) Reactant: [Br:1][C:2]1[CH:3]=[C:4]([CH:9]=[C:10]([NH:13][CH2:14][CH2:15][CH2:16][CH3:17])[C:11]=1[OH:12])[C:5]([O:7][CH3:8])=[O:6].C(=O)(O)[O-].[Na+].[CH3:23][C:24](CC(C)C)=O.O.ClCC(Cl)=O. Product: [Br:1][C:2]1[C:11]2[O:12][CH2:24][CH2:23][N:13]([CH2:14][CH2:15][CH2:16][CH3:17])[C:10]=2[CH:9]=[C:4]([C:5]([O:7][CH3:8])=[O:6])[CH:3]=1. The catalyst class is: 22. (5) Reactant: CN1[C@@H]([C@H:12]2[O:21][C:19](=[O:20])[C:18]3[C:17]([O:22][CH3:23])=[C:16]([O:24][CH3:25])[CH:15]=[CH:14][C:13]2=3)C2C(OC)=C3OCOC3=CC=2CC1.S(Cl)(Cl)(=O)=O.CO.O. Product: [CH3:25][O:24][C:16]1[C:17]([O:22][CH3:23])=[C:18]2[C:13]([CH2:12][O:21][C:19]2=[O:20])=[CH:14][CH:15]=1. The catalyst class is: 22. (6) Reactant: [CH3:1][O:2][C:3]1[CH:15]=[CH:14][C:13]2[C:12]3[C:7](=[CH:8][CH:9]=[CH:10][CH:11]=3)[NH:6][C:5]=2[CH:4]=1.[H-].[Na+].Br[CH2:19][C:20](=[O:25])[C:21]([CH3:24])([CH3:23])[CH3:22]. Product: [CH3:1][O:2][C:3]1[CH:15]=[CH:14][C:13]2[C:12]3[C:7](=[CH:8][CH:9]=[CH:10][CH:11]=3)[N:6]([CH2:19][C:20](=[O:25])[C:21]([CH3:24])([CH3:23])[CH3:22])[C:5]=2[CH:4]=1. The catalyst class is: 3. (7) Reactant: C[O:2][C:3]([C:5]1[C:6]([C:29]2[CH:34]=[CH:33][C:32]([O:35][CH3:36])=[CH:31][C:30]=2[C:37]([F:40])([F:39])[F:38])=[CH:7][CH:8]=[C:9]([CH2:11][N:12]2[CH:17]=[C:16]3[N:18]=[C:19]([C:21]4[CH:26]=[CH:25][CH:24]=[C:23]([F:27])[C:22]=4[F:28])[N:20]=[C:15]3[CH:14]=[N:13]2)[CH:10]=1)=[O:4].[OH-].[K+]. Product: [F:28][C:22]1[C:23]([F:27])=[CH:24][CH:25]=[CH:26][C:21]=1[C:19]1[N:20]=[C:15]2[CH:14]=[N:13][N:12]([CH2:11][C:9]3[CH:10]=[C:5]([C:3]([OH:4])=[O:2])[C:6]([C:29]4[CH:34]=[CH:33][C:32]([O:35][CH3:36])=[CH:31][C:30]=4[C:37]([F:38])([F:39])[F:40])=[CH:7][CH:8]=3)[CH:17]=[C:16]2[N:18]=1. The catalyst class is: 5. (8) Reactant: [Cl:1][C:2]1[CH:7]=[CH:6][C:5]([CH:8]2[CH:12]([C:13]3[CH:18]=[CH:17][C:16]([Cl:19])=[CH:15][CH:14]=3)[N:11]([C:20](Cl)=[O:21])[C:10]([C:23]3[C:24]([O:29][CH2:30][CH3:31])=[N:25][CH:26]=[CH:27][CH:28]=3)=[N:9]2)=[CH:4][CH:3]=1.C(N(CC)CC)C.[NH:39]1[CH2:44][CH2:43][NH:42][CH2:41][C:40]1=[O:45].CO. Product: [Cl:1][C:2]1[CH:7]=[CH:6][C:5]([CH:8]2[CH:12]([C:13]3[CH:14]=[CH:15][C:16]([Cl:19])=[CH:17][CH:18]=3)[N:11]([C:20]([N:39]3[CH2:44][CH2:43][NH:42][CH2:41][C:40]3=[O:45])=[O:21])[C:10]([C:23]3[C:24]([O:29][CH2:30][CH3:31])=[N:25][CH:26]=[CH:27][CH:28]=3)=[N:9]2)=[CH:4][CH:3]=1. The catalyst class is: 124. (9) Reactant: [CH2:1]([N:8]1[CH2:14][CH2:13][CH:12]2[C:10]([CH2:15][NH:16][C:17]3[CH:22]=[CH:21][CH:20]=[CH:19][CH:18]=3)([CH2:11]2)[CH2:9]1)[C:2]1[CH:7]=[CH:6][CH:5]=[CH:4][CH:3]=1.CCN(C(C)C)C(C)C.[C:32](Cl)(=[O:35])[CH2:33][CH3:34]. Product: [CH2:1]([N:8]1[CH2:14][CH2:13][CH:12]2[C:10]([CH2:15][N:16]([C:17]3[CH:22]=[CH:21][CH:20]=[CH:19][CH:18]=3)[C:32](=[O:35])[CH2:33][CH3:34])([CH2:11]2)[CH2:9]1)[C:2]1[CH:3]=[CH:4][CH:5]=[CH:6][CH:7]=1. The catalyst class is: 2. (10) Reactant: [C:1]([O:5][C:6]([N:8]1[CH2:13][C@H:12]([N:14]([CH:31]([CH3:33])[CH3:32])[C:15](=[O:30])[C:16]2[CH:21]=[CH:20][C:19]([O:22][CH3:23])=[C:18]([O:24][CH2:25][CH2:26][CH2:27][O:28][CH3:29])[CH:17]=2)[CH2:11][CH2:10][C@H:9]1[CH2:34][CH2:35][NH:36][CH:37]1[CH2:39][CH2:38]1)=[O:7])([CH3:4])([CH3:3])[CH3:2].[C:40]1([N:46]=[C:47]=[O:48])[CH:45]=[CH:44][CH:43]=[CH:42][CH:41]=1.N.O. Product: [NH:46]([C:47]([N:36]([CH:37]1[CH2:38][CH2:39]1)[CH2:35][CH2:34][C@H:9]1[CH2:10][CH2:11][C@@H:12]([N:14]([CH:31]([CH3:33])[CH3:32])[C:15](=[O:30])[C:16]2[CH:21]=[CH:20][C:19]([O:22][CH3:23])=[C:18]([O:24][CH2:25][CH2:26][CH2:27][O:28][CH3:29])[CH:17]=2)[CH2:13][N:8]1[C:6]([O:5][C:1]([CH3:3])([CH3:4])[CH3:2])=[O:7])=[O:48])[C:40]1[CH:45]=[CH:44][CH:43]=[CH:42][CH:41]=1. The catalyst class is: 4.